This data is from Catalyst prediction with 721,799 reactions and 888 catalyst types from USPTO. The task is: Predict which catalyst facilitates the given reaction. (1) Reactant: [Cl:1][C:2]1[CH:3]=[C:4]([CH:8]2[C:12]([C:15]3[CH:20]=[CH:19][C:18]([Cl:21])=[CH:17][C:16]=3[F:22])([C:13]#[N:14])[CH:11]([CH2:23][C:24]([CH3:27])([CH3:26])[CH3:25])[CH2:10][NH:9]2)[CH:5]=[CH:6][CH:7]=1.[CH2:28]([N:30]([CH2:33]C)CC)[CH3:29].[C:35](Cl)(Cl)=[O:36].C(N)C.CC1C=CC(S([O-])(=O)=[O:50])=CC=1.C1C=C[NH+]=CC=1.[CH3:59][OH:60]. Product: [OH:60][C@H:59]([CH2:35][OH:36])[CH2:29][CH2:28][NH:30][C:33]([N:9]1[CH2:10][CH:11]([CH2:23][C:24]([CH3:27])([CH3:26])[CH3:25])[C:12]([C:15]2[CH:20]=[CH:19][C:18]([Cl:21])=[CH:17][C:16]=2[F:22])([C:13]#[N:14])[CH:8]1[C:4]1[CH:5]=[CH:6][CH:7]=[C:2]([Cl:1])[CH:3]=1)=[O:50]. The catalyst class is: 2. (2) Reactant: [Br:1][C:2]1[CH:3]=[C:4]([CH:8]=[CH:9][C:10]=1[F:11])[C:5]([OH:7])=O.CN(C)CCCN=C=NCC.ON1C(=O)CCC1=O.[CH2:31]([NH:34][CH2:35][CH2:36][CH3:37])[CH2:32][CH3:33].C(N(CC)CC)C. Product: [Br:1][C:2]1[CH:3]=[C:4]([CH:8]=[CH:9][C:10]=1[F:11])[C:5]([N:34]([CH2:35][CH2:36][CH3:37])[CH2:31][CH2:32][CH3:33])=[O:7]. The catalyst class is: 96. (3) Product: [O:1]=[C:2]1[C:10]2[C:5](=[CH:6][C:7]([C:11]([NH:14][CH:15]3[CH2:16][CH2:17][N:18]([C:21]([O:23][C:24]([CH3:27])([CH3:26])[CH3:25])=[O:22])[CH2:19][CH2:20]3)=[O:13])=[CH:8][CH:9]=2)[CH2:4][O:3]1. Reactant: [O:1]=[C:2]1[C:10]2[C:5](=[CH:6][C:7]([C:11]([OH:13])=O)=[CH:8][CH:9]=2)[CH2:4][O:3]1.[NH2:14][CH:15]1[CH2:20][CH2:19][N:18]([C:21]([O:23][C:24]([CH3:27])([CH3:26])[CH3:25])=[O:22])[CH2:17][CH2:16]1.C1C=CC2N(O)N=NC=2C=1.C(Cl)CCl.CN1CCOCC1. The catalyst class is: 4.